This data is from Forward reaction prediction with 1.9M reactions from USPTO patents (1976-2016). The task is: Predict the product of the given reaction. (1) Given the reactants C(O)(=O)C.O.[CH3:6][O:7][C:8]1[CH:15]=[CH:14][C:11]([CH:12]=[O:13])=[CH:10][C:9]=1[N+:16]([O-])=O, predict the reaction product. The product is: [NH2:16][C:9]1[CH:10]=[C:11]([CH:14]=[CH:15][C:8]=1[O:7][CH3:6])[CH:12]=[O:13]. (2) Given the reactants C(=O)([O-])[O-].[K+].[K+].Br[CH2:8][C:9]([NH2:11])=[O:10].[OH:12][C:13]1[CH:14]=[CH:15][C:16]([C:19]2[N:23]([C:24]3[CH:25]=[N:26][CH:27]=[CH:28][CH:29]=3)[N:22]=[C:21]([C:30]([N:32]3[CH2:37][CH2:36][C:35]([F:39])([F:38])[CH2:34][CH2:33]3)=[O:31])[CH:20]=2)=[N:17][CH:18]=1, predict the reaction product. The product is: [C:9]([CH2:8][O:12][C:13]1[CH:14]=[CH:15][C:16]([C:19]2[N:23]([C:24]3[CH:25]=[N:26][CH:27]=[CH:28][CH:29]=3)[N:22]=[C:21]([C:30]([N:32]3[CH2:33][CH2:34][C:35]([F:39])([F:38])[CH2:36][CH2:37]3)=[O:31])[CH:20]=2)=[N:17][CH:18]=1)(=[O:10])[NH2:11]. (3) Given the reactants [CH3:1][O:2][C:3]([C:5]1([C:9]2[CH:14]=[CH:13][C:12]([NH:15][C:16]3[C:21]4[CH2:22][CH2:23][CH2:24][C:20]=4[N:19]=[C:18](Cl)[N:17]=3)=[CH:11][CH:10]=2)[CH2:8][CH2:7][CH2:6]1)=[O:4].[NH:26]1[CH2:30][CH2:29][CH2:28][C:27]1=[O:31].C(=O)([O-])[O-].[Cs+].[Cs+], predict the reaction product. The product is: [CH3:1][O:2][C:3]([C:5]1([C:9]2[CH:14]=[CH:13][C:12]([NH:15][C:16]3[C:21]4[CH2:22][CH2:23][CH2:24][C:20]=4[N:19]=[C:18]([N:26]4[CH2:30][CH2:29][CH2:28][C:27]4=[O:31])[N:17]=3)=[CH:11][CH:10]=2)[CH2:8][CH2:7][CH2:6]1)=[O:4]. (4) Given the reactants C(O)(C(F)(F)F)=O.[F:8][C:9]([F:32])([F:31])[C:10]1[CH:30]=[CH:29][C:13]([C:14]([CH:16]2[CH2:21][CH2:20][N:19](C(OC(C)(C)C)=O)[CH2:18][CH2:17]2)=[O:15])=[CH:12][N:11]=1, predict the reaction product. The product is: [NH:19]1[CH2:20][CH2:21][CH:16]([C:14]([C:13]2[CH:12]=[N:11][C:10]([C:9]([F:32])([F:8])[F:31])=[CH:30][CH:29]=2)=[O:15])[CH2:17][CH2:18]1. (5) Given the reactants [OH:1][C:2]1[CH:13]=[C:6]2[C:7]([O:9][C:10](=[O:12])[NH:11][C:5]2=[CH:4][CH:3]=1)=[O:8].[CH3:14][O-].[Na+].[C:17](OC(=O)CC)(=O)[CH2:18]C, predict the reaction product. The product is: [CH3:14][O:9][C:7](=[O:8])[C:6]1[CH:13]=[C:2]([OH:1])[CH:3]=[CH:4][C:5]=1[NH:11][C:10](=[O:12])[CH2:17][CH3:18]. (6) Given the reactants [NH2:1][C:2]1[N:7]=[C:6]([S:8][CH2:9][C:10]2[N:11]=[C:12]([CH3:15])[S:13][CH:14]=2)[NH:5][C:4](=[O:16])[CH:3]=1.N1C=CC=CC=1.[S-:23][C:24]#[N:25].[K+].BrBr, predict the reaction product. The product is: [NH2:25][C:24]1[S:23][C:3]2[C:4](=[O:16])[NH:5][C:6]([S:8][CH2:9][C:10]3[N:11]=[C:12]([CH3:15])[S:13][CH:14]=3)=[N:7][C:2]=2[N:1]=1. (7) Given the reactants C(OC(=O)[NH:7][C:8]1[CH:13]=[CH:12][CH:11]=[CH:10][C:9]=1[NH:14][C:15]([C:17]1[O:18][C:19]2[C:25]([O:26][CH2:27][CH2:28][O:29][CH2:30][CH2:31][O:32][CH3:33])=[CH:24][CH:23]=[CH:22][C:20]=2[CH:21]=1)=[O:16])(C)(C)C.NC1C=CC=CC=1NC(C1SC2C=CC(OCCOCCOC)=CC=2C=1)=O, predict the reaction product. The product is: [NH2:7][C:8]1[CH:13]=[CH:12][CH:11]=[CH:10][C:9]=1[NH:14][C:15]([C:17]1[O:18][C:19]2[C:25]([O:26][CH2:27][CH2:28][O:29][CH2:30][CH2:31][O:32][CH3:33])=[CH:24][CH:23]=[CH:22][C:20]=2[CH:21]=1)=[O:16]. (8) Given the reactants [NH2:1][C:2]1[C:7]([N+:8]([O-])=O)=[CH:6][CH:5]=[C:4]([NH2:11])[N:3]=1.O.[C:13]1([C:19]([CH:21]=O)=O)[CH:18]=[CH:17][CH:16]=[CH:15][CH:14]=1, predict the reaction product. The product is: [C:13]1([C:19]2[N:1]=[C:2]3[N:3]=[C:4]([NH2:11])[CH:5]=[CH:6][C:7]3=[N:8][CH:21]=2)[CH:18]=[CH:17][CH:16]=[CH:15][CH:14]=1. (9) Given the reactants [CH2:1]([N:8]1[CH2:12][C@@H:11]([OH:13])[C@H:10]([OH:14])[CH2:9]1)[C:2]1[CH:7]=[CH:6][CH:5]=[CH:4][CH:3]=1.N1C=CC=CC=1.[O:21](S(C(F)(F)F)(=O)=O)[S:22]([C:25]([F:28])([F:27])[F:26])(=O)=[O:23], predict the reaction product. The product is: [F:26][C:25]([F:28])([F:27])[S:22]([O:14][CH:10]1[CH:11]([O:13][S:22]([C:25]([F:26])([F:27])[F:28])(=[O:21])=[O:23])[CH2:12][N:8]([CH2:1][C:2]2[CH:3]=[CH:4][CH:5]=[CH:6][CH:7]=2)[CH2:9]1)(=[O:23])=[O:21].